From a dataset of Peptide-MHC class II binding affinity with 134,281 pairs from IEDB. Regression. Given a peptide amino acid sequence and an MHC pseudo amino acid sequence, predict their binding affinity value. This is MHC class II binding data. (1) The peptide sequence is NKAGVRIYVDIVLNH. The MHC is DRB3_0101 with pseudo-sequence DRB3_0101. The binding affinity (normalized) is 0.560. (2) The peptide sequence is QVHFQPLPPAVVKLS. The MHC is DRB1_1501 with pseudo-sequence DRB1_1501. The binding affinity (normalized) is 0.223. (3) The peptide sequence is LDHILEPSIPYKSK. The binding affinity (normalized) is 0.199. The MHC is HLA-DPA10301-DPB10402 with pseudo-sequence HLA-DPA10301-DPB10402. (4) The MHC is HLA-DPA10103-DPB10401 with pseudo-sequence HLA-DPA10103-DPB10401. The binding affinity (normalized) is 0.192. The peptide sequence is AAATAHTTVYGAFAA. (5) The binding affinity (normalized) is 0.500. The peptide sequence is HGGTWVSATLEQDKC. The MHC is DRB3_0202 with pseudo-sequence DRB3_0202. (6) The peptide sequence is KYRWLNLSANGDLRL. The MHC is DRB3_0101 with pseudo-sequence DRB3_0101. The binding affinity (normalized) is 0.176. (7) The peptide sequence is LANHSNELPSLCMLN. The MHC is DRB1_0101 with pseudo-sequence DRB1_0101. The binding affinity (normalized) is 0.662.